Dataset: Full USPTO retrosynthesis dataset with 1.9M reactions from patents (1976-2016). Task: Predict the reactants needed to synthesize the given product. Given the product [NH2:44][C:45]1[C:46]([C:14]2[CH:15]=[CH:16][CH:17]=[CH:18][CH:19]=2)=[N:47][CH:48]=[CH:49][CH:50]=1, predict the reactants needed to synthesize it. The reactants are: [C:14]1(P([C:14]2[CH:19]=[CH:18][CH:17]=[CH:16][CH:15]=2)[C:14]2[CH:19]=[CH:18][CH:17]=[CH:16][CH:15]=2)[CH:19]=[CH:18][CH:17]=[CH:16][CH:15]=1.C1(B2OB(C3C=CC=CC=3)OB(C3C=CC=CC=3)O2)C=CC=CC=1.[NH2:44][C:45]1[C:46](Cl)=[N:47][CH:48]=[CH:49][CH:50]=1.C(=O)([O-])[O-].[Na+].[Na+].